Dataset: Reaction yield outcomes from USPTO patents with 853,638 reactions. Task: Predict the reaction yield, written as a fraction of the theoretical maximum amount of product (1.0 means a 100% yield; for example, 0.34 means a 34% yield). The reactants are [Br:1][C:2]1[CH:6]=[N:5][N:4]([CH3:7])[C:3]=1[C:8]1[CH:9]=[C:10]([NH2:23])[CH:11]=[CH:12][C:13]=1[O:14][CH2:15][C:16]1[CH:21]=[CH:20][C:19]([Cl:22])=[CH:18][CH:17]=1.[Cl:24][C:25]1[CH:30]=[CH:29][C:28]([N:31]=[C:32]=[O:33])=[CH:27][CH:26]=1. The catalyst is C(Cl)Cl. The product is [Br:1][C:2]1[CH:6]=[N:5][N:4]([CH3:7])[C:3]=1[C:8]1[CH:9]=[C:10]([NH:23][C:32]([NH:31][C:28]2[CH:29]=[CH:30][C:25]([Cl:24])=[CH:26][CH:27]=2)=[O:33])[CH:11]=[CH:12][C:13]=1[O:14][CH2:15][C:16]1[CH:21]=[CH:20][C:19]([Cl:22])=[CH:18][CH:17]=1. The yield is 0.650.